This data is from Full USPTO retrosynthesis dataset with 1.9M reactions from patents (1976-2016). The task is: Predict the reactants needed to synthesize the given product. (1) Given the product [Cl:28][C:2]1[N:7]2[C:8]([CH2:15][CH:16]3[CH2:21][CH2:20][C:19]([F:23])([F:22])[CH2:18][CH2:17]3)=[C:9]([C:11]([F:14])([F:13])[F:12])[N:10]=[C:6]2[CH:5]=[C:4]([C:24]([O:26][CH3:27])=[O:25])[CH:3]=1, predict the reactants needed to synthesize it. The reactants are: N[C:2]1[N:7]2[C:8]([CH2:15][CH:16]3[CH2:21][CH2:20][C:19]([F:23])([F:22])[CH2:18][CH2:17]3)=[C:9]([C:11]([F:14])([F:13])[F:12])[N:10]=[C:6]2[CH:5]=[C:4]([C:24]([O:26][CH3:27])=[O:25])[CH:3]=1.[ClH:28].N([O-])=O.[Na+].C(=O)([O-])O.[Na+]. (2) Given the product [Cl:1][C:2]1[CH:3]=[C:4]([CH:21]=[O:22])[C:5]2[O:10][CH:9]([C:11]([F:13])([F:14])[F:12])[C:8]([C:15]([OH:17])=[O:16])=[CH:7][C:6]=2[CH:20]=1, predict the reactants needed to synthesize it. The reactants are: [Cl:1][C:2]1[CH:3]=[C:4]([CH:21]=[O:22])[C:5]2[O:10][CH:9]([C:11]([F:14])([F:13])[F:12])[C:8]([C:15]([O:17]CC)=[O:16])=[CH:7][C:6]=2[CH:20]=1.[OH-].[Na+]. (3) Given the product [Cl:22][C:7]1[C:8]([NH:12][C:13](=[O:21])[CH2:14][CH:15]2[CH2:20][CH2:19][CH2:18][CH2:17][CH2:16]2)=[C:9]2[C:4](=[CH:5][CH:6]=1)[N:3]=[C:2]([CH:23]=[CH2:24])[CH:11]=[CH:10]2, predict the reactants needed to synthesize it. The reactants are: Cl[C:2]1[CH:11]=[CH:10][C:9]2[C:4](=[CH:5][CH:6]=[C:7]([Cl:22])[C:8]=2[NH:12][C:13](=[O:21])[CH2:14][CH:15]2[CH2:20][CH2:19][CH2:18][CH2:17][CH2:16]2)[N:3]=1.[CH2:23]([Sn](CCCC)(CCCC)C=C)[CH2:24]CC. (4) The reactants are: [H-].[Na+].[F:3][C:4]1[C:5]([CH2:16][N:17]([CH3:25])[C:18](=[O:24])[O:19][C:20]([CH3:23])([CH3:22])[CH3:21])=[CH:6][NH:7][C:8]=1[C:9]1[C:10]([F:15])=[N:11][CH:12]=[CH:13][CH:14]=1.C1OCCOCCOCCOCCOC1.[CH3:41][O:42][C:43]1[CH:44]=[CH:45][C:46]([S:49](Cl)(=[O:51])=[O:50])=[N:47][CH:48]=1. Given the product [F:3][C:4]1[C:5]([CH2:16][N:17]([CH3:25])[C:18](=[O:24])[O:19][C:20]([CH3:21])([CH3:22])[CH3:23])=[CH:6][N:7]([S:49]([C:46]2[CH:45]=[CH:44][C:43]([O:42][CH3:41])=[CH:48][N:47]=2)(=[O:50])=[O:51])[C:8]=1[C:9]1[C:10]([F:15])=[N:11][CH:12]=[CH:13][CH:14]=1, predict the reactants needed to synthesize it. (5) Given the product [Cl:23][C:17]1[CH:16]=[C:15]([N:12]2[C:13]([CH3:14])=[C:9]([CH:8]([OH:25])[C:5]3[CH:6]=[N:7][C:2]([N:26]4[CH:30]=[CH:29][CH:28]=[N:27]4)=[CH:3][CH:4]=3)[C:10]([CH3:24])=[N:11]2)[CH:22]=[CH:21][C:18]=1[C:19]#[N:20], predict the reactants needed to synthesize it. The reactants are: Br[C:2]1[N:7]=[CH:6][C:5]([CH:8]([OH:25])[C:9]2[C:10]([CH3:24])=[N:11][N:12]([C:15]3[CH:22]=[CH:21][C:18]([C:19]#[N:20])=[C:17]([Cl:23])[CH:16]=3)[C:13]=2[CH3:14])=[CH:4][CH:3]=1.[NH:26]1[CH:30]=[CH:29][CH:28]=[N:27]1.CNCCNC.P([O-])([O-])([O-])=O.[K+].[K+].[K+].C(=O)([O-])O.[Na+]. (6) The reactants are: [C:1](=O)([O-])[O-].[Cs+].[Cs+].[Cl:7][C:8]1[CH:13]=[CH:12][C:11]([OH:14])=[C:10]([C:15]2[CH:20]=[CH:19][CH:18]=[CH:17][N:16]=2)[CH:9]=1.[CH3:21][O:22][C:23](=[O:42])[CH2:24][CH2:25][C:26]1[CH:31]=[CH:30][C:29]([O:32][CH2:33][CH2:34][C@@H:35](OS(C)(=O)=O)[CH3:36])=[CH:28][CH:27]=1. Given the product [CH3:21][O:22][C:23](=[O:42])[CH2:24][CH2:25][C:26]1[CH:31]=[CH:30][C:29]([O:32][CH2:33][CH2:34][C@@H:35]([O:14][C:11]2[CH:12]=[CH:13][C:8]([Cl:7])=[CH:9][C:10]=2[C:15]2[CH:20]=[CH:19][CH:18]=[CH:17][N:16]=2)[CH3:36])=[CH:28][C:27]=1[CH3:1], predict the reactants needed to synthesize it. (7) Given the product [OH:4][CH2:3][C:5]1[CH:10]=[CH:9][C:8]([C:11]2[C:12]([C:17]([O:19][CH3:20])=[O:18])=[CH:13][CH:14]=[CH:15][CH:16]=2)=[CH:7][CH:6]=1, predict the reactants needed to synthesize it. The reactants are: [BH4-].[Na+].[CH:3]([C:5]1[CH:10]=[CH:9][C:8]([C:11]2[C:12]([C:17]([O:19][CH3:20])=[O:18])=[CH:13][CH:14]=[CH:15][CH:16]=2)=[CH:7][CH:6]=1)=[O:4]. (8) Given the product [OH:41][CH:19]([C:16]1[CH:17]=[CH:18][C:9]([OH:8])=[C:10]([CH2:11][OH:12])[CH:15]=1)[CH2:20][NH:21][C:22]([CH3:40])([CH3:39])[CH2:23][CH2:24][N:25]1[C:29]([CH3:30])=[N:28][C:27]([C:31]2[CH:32]=[CH:33][C:34]([O:37][CH3:38])=[CH:35][CH:36]=2)=[N:26]1, predict the reactants needed to synthesize it. The reactants are: C([O:8][C:9]1[CH:18]=[CH:17][C:16]([CH:19]([OH:41])[CH2:20][NH:21][C:22]([CH3:40])([CH3:39])[CH2:23][CH2:24][N:25]2[C:29]([CH3:30])=[N:28][C:27]([C:31]3[CH:36]=[CH:35][C:34]([O:37][CH3:38])=[CH:33][CH:32]=3)=[N:26]2)=[CH:15][C:10]=1[C:11](OC)=[O:12])C1C=CC=CC=1.C(OC1C=CC(C(=O)C(OCC)O)=CC=1C(OC)=O)C1C=CC=CC=1.COC1C=CC(C2N=C(C)N(CCC(N)(C)C)N=2)=CC=1.[BH4-].[Na+].[Cl-].[Ca+2].[Cl-]. (9) Given the product [CH:16]1([C:10]([C:8]2[O:9][C:5]3[CH:4]=[CH:3][C:2]([F:1])=[CH:15][C:6]=3[C:7]=2[CH2:12][O:13][CH3:14])=[O:11])[CH2:21][CH2:20][CH2:19][CH2:18][CH2:17]1, predict the reactants needed to synthesize it. The reactants are: [F:1][C:2]1[CH:3]=[CH:4][C:5]2[O:9][C:8]([CH:10]=[O:11])=[C:7]([CH2:12][O:13][CH3:14])[C:6]=2[CH:15]=1.[CH:16]1([Mg]Br)[CH2:21][CH2:20][CH2:19][CH2:18][CH2:17]1.[Cl-].[NH4+].C[N+]1([O-])CCOCC1. (10) Given the product [CH:1]1([N:6]2[C:11]3[N:12]=[C:13]([NH:17][C:18]4[CH:26]=[CH:25][C:21]([C:22]([NH:35][CH2:28][C:29]5[CH:34]=[CH:33][CH:32]=[CH:31][CH:30]=5)=[O:24])=[CH:20][CH:19]=4)[N:14]=[C:15]([CH3:16])[C:10]=3[CH:9]=[CH:8][C:7]2=[O:27])[CH2:5][CH2:4][CH2:3][CH2:2]1, predict the reactants needed to synthesize it. The reactants are: [CH:1]1([N:6]2[C:11]3[N:12]=[C:13]([NH:17][C:18]4[CH:26]=[CH:25][C:21]([C:22]([OH:24])=O)=[CH:20][CH:19]=4)[N:14]=[C:15]([CH3:16])[C:10]=3[CH:9]=[CH:8][C:7]2=[O:27])[CH2:5][CH2:4][CH2:3][CH2:2]1.[CH2:28]([NH2:35])[C:29]1[CH:34]=[CH:33][CH:32]=[CH:31][CH:30]=1.